Dataset: Peptide-MHC class I binding affinity with 185,985 pairs from IEDB/IMGT. Task: Regression. Given a peptide amino acid sequence and an MHC pseudo amino acid sequence, predict their binding affinity value. This is MHC class I binding data. (1) The peptide sequence is FIKNKIHLL. The MHC is HLA-A32:01 with pseudo-sequence HLA-A32:01. The binding affinity (normalized) is 0.266. (2) The peptide sequence is NTLISSDGAR. The MHC is HLA-A31:01 with pseudo-sequence HLA-A31:01. The binding affinity (normalized) is 0.486. (3) The peptide sequence is NLRETNLDSL. The MHC is HLA-A02:03 with pseudo-sequence HLA-A02:03. The binding affinity (normalized) is 0.592. (4) The peptide sequence is AMITYITRK. The MHC is HLA-A02:16 with pseudo-sequence HLA-A02:16. The binding affinity (normalized) is 0.0847. (5) The peptide sequence is LTFGWCFKL. The MHC is HLA-A30:02 with pseudo-sequence HLA-A30:02. The binding affinity (normalized) is 0.283. (6) The peptide sequence is TPAVCGPVI. The MHC is HLA-B15:01 with pseudo-sequence HLA-B15:01. The binding affinity (normalized) is 0.0847. (7) The peptide sequence is WQDGGWQSV. The MHC is HLA-A80:01 with pseudo-sequence HLA-A80:01. The binding affinity (normalized) is 0.0847. (8) The peptide sequence is WAKAHWRAL. The MHC is HLA-C12:03 with pseudo-sequence HLA-C12:03. The binding affinity (normalized) is 0.719. (9) The peptide sequence is GVRGFPRCR. The MHC is HLA-A03:01 with pseudo-sequence HLA-A03:01. The binding affinity (normalized) is 0.351. (10) The peptide sequence is HTTTGRTSL. The MHC is HLA-B39:01 with pseudo-sequence HLA-B39:01. The binding affinity (normalized) is 0.166.